Dataset: Full USPTO retrosynthesis dataset with 1.9M reactions from patents (1976-2016). Task: Predict the reactants needed to synthesize the given product. (1) The reactants are: [CH:1]1([N:7]([CH:19]2[CH2:24][CH2:23][CH2:22][CH2:21][CH2:20]2)[C:8]([NH:10][C:11]2[S:12][C:13]([S:16]C#N)=[CH:14][N:15]=2)=[O:9])[CH2:6][CH2:5][CH2:4][CH2:3][CH2:2]1.SC[C@@H]([C@@H](CS)O)O.Cl[CH2:34][CH2:35][C:36]1[NH:40][N:39]=[N:38][N:37]=1. Given the product [CH:19]1([N:7]([CH:1]2[CH2:6][CH2:5][CH2:4][CH2:3][CH2:2]2)[C:8]([NH:10][C:11]2[S:12][C:13]([S:16][CH2:34][CH2:35][C:36]3[NH:40][N:39]=[N:38][N:37]=3)=[CH:14][N:15]=2)=[O:9])[CH2:20][CH2:21][CH2:22][CH2:23][CH2:24]1, predict the reactants needed to synthesize it. (2) Given the product [CH2:1]([C:3]1[CH:4]=[C:5]([CH:6]=[CH:7][C:8]=1[CH2:9][CH3:10])[CH2:11][C@@H:12]([NH:16][C:17]([N:19]1[CH2:24][CH2:23][CH:22]([N:25]2[CH2:31][CH2:30][C:29]3[CH:32]=[CH:33][CH:34]=[CH:35][C:28]=3[NH:27][C:26]2=[O:36])[CH2:21][CH2:20]1)=[O:18])[C:13]([N:47]1[CH2:48][CH2:49][CH:44]([N:41]2[CH2:40][CH2:39][C:38]([F:50])([F:37])[CH2:43][CH2:42]2)[CH2:45][CH2:46]1)=[O:15])[CH3:2], predict the reactants needed to synthesize it. The reactants are: [CH2:1]([C:3]1[CH:4]=[C:5]([CH2:11][C@@H:12]([NH:16][C:17]([N:19]2[CH2:24][CH2:23][CH:22]([N:25]3[CH2:31][CH2:30][C:29]4[CH:32]=[CH:33][CH:34]=[CH:35][C:28]=4[NH:27][C:26]3=[O:36])[CH2:21][CH2:20]2)=[O:18])[C:13]([OH:15])=O)[CH:6]=[CH:7][C:8]=1[CH2:9][CH3:10])[CH3:2].[F:37][C:38]1([F:50])[CH2:43][CH2:42][N:41]([CH:44]2[CH2:49][CH2:48][NH:47][CH2:46][CH2:45]2)[CH2:40][CH2:39]1.